The task is: Predict the reaction yield, written as a fraction of the theoretical maximum amount of product (1.0 means a 100% yield; for example, 0.34 means a 34% yield).. This data is from Reaction yield outcomes from USPTO patents with 853,638 reactions. (1) The yield is 0.780. The reactants are [CH3:1][O:2][C:3](=[O:42])[C:4]1[CH:9]=[CH:8][C:7]([N:10]([CH2:12][CH2:13][C:14]2[C:22]3[C:17](=[CH:18][CH:19]=[C:20]([Cl:23])[CH:21]=3)[N:16]([CH:24]([C:31]3[CH:36]=[CH:35][CH:34]=[CH:33][CH:32]=3)[C:25]3[CH:30]=[CH:29][CH:28]=[CH:27][CH:26]=3)[C:15]=2[CH2:37][CH2:38][N:39]=[N+]=[N-])[CH3:11])=[CH:6][CH:5]=1.C(Cl)Cl. The catalyst is CO.[Pd]. The product is [CH3:1][O:2][C:3](=[O:42])[C:4]1[CH:5]=[CH:6][C:7]([N:10]([CH2:12][CH2:13][C:14]2[C:22]3[C:17](=[CH:18][CH:19]=[C:20]([Cl:23])[CH:21]=3)[N:16]([CH:24]([C:31]3[CH:32]=[CH:33][CH:34]=[CH:35][CH:36]=3)[C:25]3[CH:26]=[CH:27][CH:28]=[CH:29][CH:30]=3)[C:15]=2[CH2:37][CH2:38][NH2:39])[CH3:11])=[CH:8][CH:9]=1. (2) The reactants are [CH3:1][C:2]1[C:3](=[O:30])[C:4]2[C:9]([C:10](=[O:29])[C:11]=1[CH2:12][CH:13]([C:15](=[O:28])[C@@H:16]([CH:25]([CH3:27])[CH3:26])[NH:17]C(OC(C)(C)C)=O)[NH2:14])=[CH:8][CH:7]=[CH:6][CH:5]=2.C(Cl)Cl.C(O)(C(F)(F)F)=O.Cl. The catalyst is CCOCC. The product is [CH3:1][C:2]1[C:3](=[O:30])[C:4]2[C:9]([C:10](=[O:29])[C:11]=1[CH2:12][CH:13]([C:15](=[O:28])[C@@H:16]([CH:25]([CH3:27])[CH3:26])[NH2:17])[NH2:14])=[CH:8][CH:7]=[CH:6][CH:5]=2. The yield is 0.910. (3) The reactants are [C:1]([C:5]1[CH:18]=[CH:17][C:16]2[C:7](=[C:8]3[C:13](=[C:14](Cl)[N:15]=2)[CH:12]=[CH:11][C:10]([C:20]([CH3:23])([CH3:22])[CH3:21])=[CH:9]3)[CH:6]=1)([CH3:4])([CH3:3])[CH3:2].CO[CH:26](OC)[CH2:27][NH2:28]. The catalyst is COCCOCCOC. The product is [C:1]([C:5]1[CH:18]=[CH:17][C:16]2[N:15]3[CH:26]=[CH:27][N:28]=[C:14]3[C:13]3[CH:12]=[CH:11][C:10]([C:20]([CH3:23])([CH3:22])[CH3:21])=[CH:9][C:8]=3[C:7]=2[CH:6]=1)([CH3:4])([CH3:3])[CH3:2]. The yield is 0.560. (4) The reactants are [CH2:1]([C@:8]12[CH2:18][CH2:17][C:16](=[O:19])[CH2:15][C@H:14]1[CH2:13][CH2:12][CH2:11][N:10]1[CH:20]=[C:21]([C:23]([O:25]CC)=[O:24])[CH:22]=[C:9]21)[C:2]1[CH:7]=[CH:6][CH:5]=[CH:4][CH:3]=1.[CH2:28]([C@@:35]12[CH2:45][CH2:44][C:43](=[O:46])[CH2:42][C@@H:41]1[CH2:40][CH2:39][CH2:38][N:37]1[CH:47]=[C:48]([C:50]([O:52]CC)=[O:51])[CH:49]=[C:36]21)[C:29]1[CH:34]=[CH:33][CH:32]=[CH:31][CH:30]=1.[Li+].[OH-].Cl. The catalyst is O1CCOCC1.O. The product is [CH2:1]([C@:8]12[CH2:18][CH2:17][C:16](=[O:19])[CH2:15][C@H:14]1[CH2:13][CH2:12][CH2:11][N:10]1[CH:20]=[C:21]([C:23]([OH:25])=[O:24])[CH:22]=[C:9]21)[C:2]1[CH:3]=[CH:4][CH:5]=[CH:6][CH:7]=1.[CH2:28]([C@@:35]12[CH2:45][CH2:44][C:43](=[O:46])[CH2:42][C@@H:41]1[CH2:40][CH2:39][CH2:38][N:37]1[CH:47]=[C:48]([C:50]([OH:52])=[O:51])[CH:49]=[C:36]21)[C:29]1[CH:30]=[CH:31][CH:32]=[CH:33][CH:34]=1. The yield is 0.810. (5) The reactants are [O:1]=[S:2]1(=[O:27])[N:7]=[CH:6][C:5]2[CH:8]=[C:9]([CH2:12][N:13](C3C=CC=CC=3C#N)[N:14]3[CH:18]=[CH:17][N:16]=[CH:15]3)[CH:10]=[CH:11][C:4]=2[O:3]1.[BH4-].[Na+].[NH4+:30].[Cl-].O. The catalyst is CO. The product is [O:1]=[S:2]1(=[O:27])[NH:7][CH2:6][C:5]2[CH:8]=[C:9]([CH2:12][N:13]([C:10]3[CH:9]=[CH:8][C:5]([C:6]#[N:30])=[CH:4][CH:11]=3)[N:14]3[CH:18]=[CH:17][N:16]=[CH:15]3)[CH:10]=[CH:11][C:4]=2[O:3]1. The yield is 0.820. (6) The reactants are [CH3:1][N:2]1[CH2:7][CH2:6][N:5]([CH2:8][C:9]2[CH:17]=[CH:16][C:12]([C:13]([OH:15])=O)=[CH:11][CH:10]=2)[CH2:4][CH2:3]1.[F:18][C:19]1[CH:24]=[CH:23][C:22]([CH:25]([C:29]2[CH:34]=[CH:33][C:32]([F:35])=[CH:31][CH:30]=2)[CH2:26][CH2:27][NH2:28])=[CH:21][CH:20]=1. No catalyst specified. The product is [F:18][C:19]1[CH:24]=[CH:23][C:22]([CH:25]([C:29]2[CH:30]=[CH:31][C:32]([F:35])=[CH:33][CH:34]=2)[CH2:26][CH2:27][NH:28][C:13](=[O:15])[C:12]2[CH:11]=[CH:10][C:9]([CH2:8][N:5]3[CH2:4][CH2:3][N:2]([CH3:1])[CH2:7][CH2:6]3)=[CH:17][CH:16]=2)=[CH:21][CH:20]=1. The yield is 0.182. (7) The reactants are CS(O[CH2:6][CH2:7][C:8]([CH3:24])([N:10]1[CH:14]=[C:13]([C:15]2[C:16]3[CH:23]=[CH:22][NH:21][C:17]=3[N:18]=[CH:19][N:20]=2)[CH:12]=[N:11]1)[CH3:9])(=O)=O.[CH3:25][N:26](C=O)C.[C-]#N.[Na+]. The catalyst is O. The product is [CH3:9][C:8]([N:10]1[CH:14]=[C:13]([C:15]2[C:16]3[CH:23]=[CH:22][NH:21][C:17]=3[N:18]=[CH:19][N:20]=2)[CH:12]=[N:11]1)([CH3:24])[CH2:7][CH2:6][C:25]#[N:26]. The yield is 0.590. (8) The reactants are [H-].[Na+].[OH:3][CH2:4][C:5]([NH:8][C:9]([C:11]1[CH:15]=[C:14]([C:16]2[CH:21]=[CH:20][CH:19]=[CH:18][N:17]=2)[N:13]([C:22]2[N:23]=[N:24][C:25]([O:28][CH3:29])=[CH:26][CH:27]=2)[N:12]=1)=[O:10])([CH3:7])[CH3:6].[CH3:30]I.O. The product is [CH3:30][O:3][CH2:4][C:5]([NH:8][C:9]([C:11]1[CH:15]=[C:14]([C:16]2[CH:21]=[CH:20][CH:19]=[CH:18][N:17]=2)[N:13]([C:22]2[N:23]=[N:24][C:25]([O:28][CH3:29])=[CH:26][CH:27]=2)[N:12]=1)=[O:10])([CH3:6])[CH3:7]. The catalyst is O1CCCC1.C(Cl)(Cl)Cl. The yield is 0.700. (9) The reactants are [F:1][C:2]1[CH:3]=[C:4]2[C:9](=[CH:10][CH:11]=1)[CH:8]=[N:7][C:6]([NH:12][C:13](=[O:41])[O:14][CH2:15][CH:16]([N:27]([CH3:40])[C:28]([NH:30][CH2:31][C:32]1[CH:37]=[CH:36][CH:35]=[C:34]([F:38])[C:33]=1[Cl:39])=[O:29])[CH2:17][C:18]([CH3:26])([CH3:25])[CH2:19][O:20][P:21]([OH:24])([OH:23])=[O:22])=[CH:5]2.[OH-].[Na+:43]. The catalyst is CO. The product is [P:21]([O-:24])([O-:23])([O:20][CH2:19][C:18]([CH3:25])([CH3:26])[CH2:17][C@H:16]([N:27]([CH3:40])[C:28]([NH:30][CH2:31][C:32]1[CH:37]=[CH:36][CH:35]=[C:34]([F:38])[C:33]=1[Cl:39])=[O:29])[CH2:15][O:14][C:13](=[O:41])[NH:12][C:6]1[N:7]=[CH:8][C:9]2[C:4]([CH:5]=1)=[CH:3][C:2]([F:1])=[CH:11][CH:10]=2)=[O:22].[Na+:43].[Na+:43]. The yield is 0.941. (10) The reactants are [NH2:1][C:2]1[CH:3]=[C:4]([C:8]2[C:13]([C:14]([O-:16])=[O:15])=[C:12]([NH:17][C:18](=[O:25])[C:19]3[CH:24]=[CH:23][CH:22]=[CH:21][CH:20]=3)[N:11]=[C:10]([C:26]3[CH:31]=[CH:30][CH:29]=[CH:28][C:27]=3[O:32][CH2:33][C:34]3[CH:39]=[CH:38][CH:37]=[CH:36][CH:35]=3)[CH:9]=2)[CH:5]=[CH:6][CH:7]=1.[C:40]([NH:50][CH2:51][CH2:52][C:53]([OH:55])=O)([O:42][CH2:43][C:44]1[CH:49]=[CH:48][CH:47]=[CH:46][CH:45]=1)=[O:41].C1C=C[C:59]2N(O)N=N[C:60]=2[CH:61]=1.[CH3:66]N(C=O)C. The catalyst is C(=O)([O-])O.[Na+]. The product is [C:18]([NH:17][C:12]1[N:11]=[C:10]([C:26]2[CH:31]=[CH:30][CH:29]=[CH:28][C:27]=2[O:32][CH2:33][C:34]2[CH:39]=[CH:38][CH:37]=[CH:36][CH:35]=2)[CH:9]=[C:8]([C:4]2[CH:5]=[CH:6][CH:7]=[C:2]([NH:1][C:53](=[O:55])[CH2:52][CH2:51][NH:50][C:40]([O:42][CH2:43][C:44]3[CH:45]=[CH:46][CH:47]=[CH:48][CH:49]=3)=[O:41])[CH:3]=2)[C:13]=1[C:14]([O:16][C:60]([CH3:59])([CH3:61])[CH3:66])=[O:15])(=[O:25])[C:19]1[CH:24]=[CH:23][CH:22]=[CH:21][CH:20]=1. The yield is 0.810.